From a dataset of Forward reaction prediction with 1.9M reactions from USPTO patents (1976-2016). Predict the product of the given reaction. (1) Given the reactants CC(C[AlH]C[CH:7]([CH3:9])[CH3:8])C.N1[C:19]2[C:14](=[CH:15][CH:16]=[CH:17]N=2)[CH:13]=[CH:12]C=1.S(C1C=CC(C)=CC=1)(O)(=O)=O.N[C@H](C1[CH:42]=[N:43][C:44]([O:47]C)=[CH:45]C=1)CC(OC(C)(C)C)=O.C[C:50]([O-:52])=[O:51].[Na+].[BH3-]C#[N:56].[Na+].Cl.[C:59]([O-:62])([O-])=O.[Na+].[Na+], predict the reaction product. The product is: [CH2:19]([O:52][C:50](=[O:51])[N:56]([CH2:9][CH:7]=[CH2:8])[CH2:45][C:44](=[O:47])[N:43]([O:62][CH3:59])[CH3:42])[C:14]1[CH:13]=[CH:12][CH:17]=[CH:16][CH:15]=1. (2) Given the reactants Cl[C:2]1[C:11]2[C:6](=[C:7]([CH3:16])[CH:8]=[C:9]([S:12]([CH3:15])(=[O:14])=[O:13])[CH:10]=2)[N:5]=[N:4][C:3]=1[C:17]([NH2:19])=[O:18].[F:20][C:21]1[CH:22]=[C:23]([CH:25]=[C:26]([F:28])[CH:27]=1)[NH2:24], predict the reaction product. The product is: [F:20][C:21]1[CH:22]=[C:23]([NH:24][C:2]2[C:11]3[C:6](=[C:7]([CH3:16])[CH:8]=[C:9]([S:12]([CH3:15])(=[O:14])=[O:13])[CH:10]=3)[N:5]=[N:4][C:3]=2[C:17]([NH2:19])=[O:18])[CH:25]=[C:26]([F:28])[CH:27]=1.